Dataset: Full USPTO retrosynthesis dataset with 1.9M reactions from patents (1976-2016). Task: Predict the reactants needed to synthesize the given product. (1) Given the product [Br:9][C:4]1[CH:3]=[C:2]([CH:7]=[C:6]([F:8])[CH:5]=1)[CH:17]=[O:18], predict the reactants needed to synthesize it. The reactants are: Br[C:2]1[CH:7]=[C:6]([F:8])[CH:5]=[C:4]([Br:9])[CH:3]=1.C([Mg]Cl)(C)C.CN(C)[CH:17]=[O:18]. (2) Given the product [F:12][C:7]1[C:6]([CH3:13])=[C:5]([CH:10]=[CH:9][C:8]=1[F:11])[CH:16]=[O:17], predict the reactants needed to synthesize it. The reactants are: [Mg].II.Br[C:5]1[CH:10]=[CH:9][C:8]([F:11])=[C:7]([F:12])[C:6]=1[CH3:13].CN(C)[CH:16]=[O:17]. (3) Given the product [Br-:18].[F:21][CH2:20][CH2:19][N+:15]1[CH:16]=[CH:17][C:12]([C:5]2[CH:6]=[CH:7][C:8]([N+:9]([O-:11])=[O:10])=[C:3]([O:2][CH3:1])[CH:4]=2)=[CH:13][CH:14]=1, predict the reactants needed to synthesize it. The reactants are: [CH3:1][O:2][C:3]1[CH:4]=[C:5]([C:12]2[CH:17]=[CH:16][N:15]=[CH:14][CH:13]=2)[CH:6]=[CH:7][C:8]=1[N+:9]([O-:11])=[O:10].[Br:18][CH2:19][CH2:20][F:21]. (4) Given the product [Cl:8][C:9]1[CH:10]=[CH:11][C:12]([O:23][CH3:24])=[C:13]([C:15]2[CH:16]=[C:17]([NH2:22])[N:18]=[C:19]([NH:21][C:29]3[CH:30]=[CH:31][C:26]([Cl:25])=[CH:27][CH:28]=3)[CH:20]=2)[CH:14]=1, predict the reactants needed to synthesize it. The reactants are: FC(F)(F)C(O)=O.[Cl:8][C:9]1[CH:10]=[CH:11][C:12]([O:23][CH3:24])=[C:13]([C:15]2[CH:20]=[C:19]([NH2:21])[N:18]=[C:17]([NH2:22])[CH:16]=2)[CH:14]=1.[Cl:25][C:26]1[CH:31]=[CH:30][C:29](B(O)O)=[CH:28][CH:27]=1.C(N(CC)CC)C.